Dataset: Reaction yield outcomes from USPTO patents with 853,638 reactions. Task: Predict the reaction yield, written as a fraction of the theoretical maximum amount of product (1.0 means a 100% yield; for example, 0.34 means a 34% yield). (1) The reactants are [C:1](Cl)(=[O:5])[C:2]([Cl:4])=O.[NH2:7][C:8]1[C:17]2[C:12](=[CH:13][CH:14]=[C:15]([NH2:18])[CH:16]=2)[N:11]=[C:10]([CH3:19])[CH:9]=1.[C:20](=[O:23])([O-])O.[Na+].[CH4:25].[CH2:26](O)[CH3:27]. The catalyst is N1C=CC=CC=1. The product is [ClH:4].[NH2:7][C:8]1[C:17]2[C:12](=[CH:13][CH:14]=[C:15]([NH:18][C:20](=[O:23])[C:25]3[CH:16]=[CH:17][CH:8]=[CH:9][C:10]=3[CH2:19][O:5][C:1]3[CH:2]=[CH:15][C:14]([CH2:26][CH3:27])=[CH:13][CH:12]=3)[CH:16]=2)[N:11]=[C:10]([CH3:19])[CH:9]=1. The yield is 0.590. (2) The reactants are [SH:1][C:2]1[CH:7]=[CH:6][C:5]([B:8]([OH:10])[OH:9])=[CH:4][CH:3]=1.Br[CH2:12][CH2:13][O:14][CH3:15].C([O-])([O-])=O.[K+].[K+]. The catalyst is CC#N. The product is [CH3:15][O:14][CH2:13][CH2:12][S:1][C:2]1[CH:7]=[CH:6][C:5]([B:8]([OH:10])[OH:9])=[CH:4][CH:3]=1. The yield is 0.750. (3) The reactants are Cl[C:2]1[C:7]([CH2:8][C:9]2[CH:14]=[CH:13][C:12]([C:15]3[C:16]([C:21]#[N:22])=[CH:17][CH:18]=[CH:19][CH:20]=3)=[CH:11][CH:10]=2)=[C:6]([CH2:23][CH2:24][CH3:25])[N:5]=[C:4]([CH3:26])[N:3]=1.[CH2:27]([S:32]([NH2:35])(=[O:34])=[O:33])[CH2:28][CH2:29][CH2:30][CH3:31].[C:36](=[O:39])([O-])[O-:37].[K+].[K+].C[N:43](C)C(=O)C. The catalyst is C(OCC)(=O)C. The product is [CH3:26][C:4]1[N:3]=[C:2]([NH:35][S:32]([CH2:27][CH2:28][CH2:29][CH2:30][CH3:31])(=[O:34])=[O:33])[C:7]([CH2:8][C:9]2[CH:14]=[CH:13][C:12]([C:15]3[CH:20]=[CH:19][CH:18]=[CH:17][C:16]=3[C:21]3[NH:43][C:36](=[O:39])[O:37][N:22]=3)=[CH:11][CH:10]=2)=[C:6]([CH2:23][CH2:24][CH3:25])[N:5]=1. The yield is 0.380. (4) The reactants are [CH3:1][O:2][NH:3][C:4](=[O:24])[C:5]1[CH:10]=[C:9](/[CH:11]=[CH:12]/B2OC(C)(C)C(C)(C)O2)[CH:8]=[C:7]([O:22][CH3:23])[CH:6]=1.Br[C:26]1[CH:27]=[N:28][C:29]([NH:32][C:33]2[CH:38]=[CH:37][CH:36]=[C:35]([N:39]3[CH2:44][CH2:43][N:42]([CH2:45][CH3:46])[CH2:41][CH2:40]3)[CH:34]=2)=[N:30][CH:31]=1.C([O-])([O-])=O.[Na+].[Na+]. The catalyst is O1CCOCC1.O. The product is [CH2:45]([N:42]1[CH2:41][CH2:40][N:39]([C:35]2[CH:34]=[C:33]([NH:32][C:29]3[N:28]=[CH:27][C:26](/[CH:12]=[CH:11]/[C:9]4[CH:10]=[C:5]([CH:6]=[C:7]([O:22][CH3:23])[CH:8]=4)[C:4]([NH:3][O:2][CH3:1])=[O:24])=[CH:31][N:30]=3)[CH:38]=[CH:37][CH:36]=2)[CH2:44][CH2:43]1)[CH3:46]. The yield is 0.246.